From a dataset of Catalyst prediction with 721,799 reactions and 888 catalyst types from USPTO. Predict which catalyst facilitates the given reaction. (1) Reactant: [NH2:1][C:2]1[CH:3]=[C:4]2[C:8](=[CH:9][CH:10]=1)[C:7](=[O:11])[CH2:6][CH2:5]2.[C:12](O[C:12]([O:13][CH2:14][CH3:15])=[O:16])(=[O:16])[O:13][CH2:14][CH3:15]. Product: [CH2:14]([O:13][C:12](=[O:16])[NH:1][C:2]1[CH:3]=[C:4]2[C:8](=[CH:9][CH:10]=1)[C:7](=[O:11])[CH2:6][CH2:5]2)[CH3:15]. The catalyst class is: 8. (2) Reactant: [H-].[Li+].[N:3]1[CH:8]=C[CH:6]=[CH:5][C:4]=1[CH2:9][C:10]#[N:11].ClC1N=C(Cl)C(C)=C[N:14]=1.O. Product: [N:11]1[CH:10]=[CH:9][C:4]([CH2:5][C:6]#[N:14])=[N:3][CH:8]=1. The catalyst class is: 1.